From a dataset of Forward reaction prediction with 1.9M reactions from USPTO patents (1976-2016). Predict the product of the given reaction. (1) Given the reactants [C:1]([C:3]1[CH:4]=[N:5][C:6]([NH2:9])=[N:7][CH:8]=1)#[CH:2].Br[C:11]1[S:15][C:14]([NH:16][C:17]([NH:19][C:20]2[CH:25]=[CH:24][CH:23]=[CH:22][CH:21]=2)=[O:18])=[N:13][N:12]=1, predict the reaction product. The product is: [NH2:9][C:6]1[N:7]=[CH:8][C:3]([C:1]#[C:2][C:11]2[S:15][C:14]([NH:16][C:17]([NH:19][C:20]3[CH:21]=[CH:22][CH:23]=[CH:24][CH:25]=3)=[O:18])=[N:13][N:12]=2)=[CH:4][N:5]=1. (2) The product is: [CH:23]1([NH:26][C:27]([NH:29][C:30]2[CH:35]=[CH:34][C:33]([C:2]3[N:11]=[CH:10][C:9]4[N:8]([CH:12]5[CH2:17][CH2:16][O:15][CH2:14][CH2:13]5)[C:7](=[O:18])[CH:6]5[CH2:19][O:20][CH2:21][CH2:22][N:5]5[C:4]=4[N:3]=3)=[CH:32][CH:31]=2)=[O:28])[CH2:25][CH2:24]1. Given the reactants Cl[C:2]1[N:11]=[CH:10][C:9]2[N:8]([CH:12]3[CH2:17][CH2:16][O:15][CH2:14][CH2:13]3)[C:7](=[O:18])[CH:6]3[CH2:19][O:20][CH2:21][CH2:22][N:5]3[C:4]=2[N:3]=1.[CH:23]1([NH:26][C:27]([NH:29][C:30]2[CH:35]=[CH:34][C:33](B3OC(C)(C)C(C)(C)O3)=[CH:32][CH:31]=2)=[O:28])[CH2:25][CH2:24]1.C(=O)(O)[O-].[Na+], predict the reaction product. (3) Given the reactants [CH2:1](Br)[CH3:2].C1(P(C2C=CC=CC=2)C2C=CC=CC=2)C=CC=CC=1.[OH-].[Na+].CS(C)=O.[CH3:29][O:30][C:31]1[CH:38]=[C:37]([O:39][CH3:40])[C:34]([CH:35]=O)=[C:33]([OH:41])[CH:32]=1, predict the reaction product. The product is: [CH3:40][O:39][C:37]1[C:34]([CH2:35][CH2:1][CH3:2])=[C:33]([OH:41])[CH:32]=[C:31]([O:30][CH3:29])[CH:38]=1. (4) Given the reactants [OH:1][C:2]1[CH:7]=[C:6]([O:8][CH3:9])[CH:5]=[CH:4][C:3]=1[C:10]([C:12]1[CH:17]=[CH:16][C:15]([O:18][CH2:19][C:20]2[N:21]=[C:22]([C:26]3[CH:31]=[CH:30][CH:29]=[CH:28][CH:27]=3)[O:23][C:24]=2[CH3:25])=[CH:14][C:13]=1[CH3:32])=[O:11].O[C@@H:34]([CH3:39])[C:35]([O:37]C)=[O:36].C1(P(C2C=CC=CC=2)C2C=CC=CC=2)C=CC=CC=1.N(C(OCC)=O)=NC(OCC)=O, predict the reaction product. The product is: [CH3:9][O:8][C:6]1[CH:5]=[CH:4][C:3]([C:10](=[O:11])[C:12]2[CH:17]=[CH:16][C:15]([O:18][CH2:19][C:20]3[N:21]=[C:22]([C:26]4[CH:27]=[CH:28][CH:29]=[CH:30][CH:31]=4)[O:23][C:24]=3[CH3:25])=[CH:14][C:13]=2[CH3:32])=[C:2]([CH:7]=1)[O:1][C@H:34]([CH3:39])[C:35]([OH:37])=[O:36]. (5) Given the reactants [CH2:1]([O:8][CH2:9][CH:10]1[CH2:19][CH2:18][CH2:17][CH2:16][C:11]21OCC[O:12]2)[C:2]1[CH:7]=[CH:6][CH:5]=[CH:4][CH:3]=1.Cl.C(=O)([O-])[O-].[Na+].[Na+], predict the reaction product. The product is: [CH2:1]([O:8][CH2:9][CH:10]1[CH2:19][CH2:18][CH2:17][CH2:16][C:11]1=[O:12])[C:2]1[CH:7]=[CH:6][CH:5]=[CH:4][CH:3]=1. (6) The product is: [C:1]1([C:21]2[CH:22]=[CH:23][CH:24]=[CH:25][CH:26]=2)[CH:6]=[CH:5][C:4]([NH:7][C:8]2[CH:13]=[N:12][CH:11]=[C:10]3[S:14][C:15]([C:17]4[NH:18][CH:31]=[N:20][N:19]=4)=[CH:16][C:9]=23)=[CH:3][CH:2]=1. Given the reactants [C:1]1([C:21]2[CH:26]=[CH:25][CH:24]=[CH:23][CH:22]=2)[CH:6]=[CH:5][C:4]([NH:7][C:8]2[CH:13]=[N:12][CH:11]=[C:10]3[S:14][C:15]([C:17](=[N:19][NH2:20])[NH2:18])=[CH:16][C:9]=23)=[CH:3][CH:2]=1.B(F)(F)F.[CH3:31]COCC, predict the reaction product. (7) Given the reactants [F:1][C:2]1[CH:7]=[CH:6][C:5]([CH:8]([C:10]2[C:11]([F:16])=[N:12][CH:13]=[CH:14][CH:15]=2)[OH:9])=[CH:4][CH:3]=1.C1C=C[NH+]=CC=1.[O-][Cr](Cl)(=O)=O, predict the reaction product. The product is: [F:1][C:2]1[CH:3]=[CH:4][C:5]([C:8]([C:10]2[C:11]([F:16])=[N:12][CH:13]=[CH:14][CH:15]=2)=[O:9])=[CH:6][CH:7]=1. (8) Given the reactants [NH2:1][C:2]1[CH:7]=[CH:6][C:5]([O:8][CH2:9][C:10]([CH3:21])([CH2:12][O:13][C:14]2[CH:19]=[CH:18][C:17]([NH2:20])=[CH:16][CH:15]=2)[CH3:11])=[CH:4][CH:3]=1.[S:22](O[S:22]([C:25]([F:28])([F:27])[F:26])(=[O:24])=[O:23])([C:25]([F:28])([F:27])[F:26])(=[O:24])=[O:23].C(=O)(O)[O-].[Na+], predict the reaction product. The product is: [F:26][C:25]([F:28])([F:27])[S:22]([NH:20][C:17]1[CH:16]=[CH:15][C:14]([O:13][CH2:12][C:10]([CH3:21])([CH3:11])[CH2:9][O:8][C:5]2[CH:6]=[CH:7][C:2]([NH:1][S:22]([C:25]([F:26])([F:27])[F:28])(=[O:23])=[O:24])=[CH:3][CH:4]=2)=[CH:19][CH:18]=1)(=[O:24])=[O:23]. (9) Given the reactants Br[CH2:2][C:3]1[O:7][C:6]([CH:8]=[O:9])=[CH:5][CH:4]=1.[CH3:10][N:11]1[CH2:16][CH2:15][NH:14][CH2:13][CH2:12]1, predict the reaction product. The product is: [CH3:10][N:11]1[CH2:16][CH2:15][N:14]([CH2:2][C:3]2[O:7][C:6]([CH:8]=[O:9])=[CH:5][CH:4]=2)[CH2:13][CH2:12]1.